The task is: Predict the product of the given reaction.. This data is from Forward reaction prediction with 1.9M reactions from USPTO patents (1976-2016). (1) Given the reactants [CH3:1][C:2]1([CH3:23])[O:7][C:6](=[O:8])[C:5](=[CH:9][NH:10][C:11]2[CH:20]=[CH:19][C:14]([C:15]([O:17][CH3:18])=[O:16])=[C:13]([OH:21])[CH:12]=2)[C:4](=[O:22])[O:3]1.[H-].[Na+].[CH2:26](Br)[C:27]1[CH:32]=[CH:31][CH:30]=[CH:29][CH:28]=1, predict the reaction product. The product is: [CH2:26]([O:21][C:13]1[CH:12]=[C:11]([NH:10][CH:9]=[C:5]2[C:4](=[O:22])[O:3][C:2]([CH3:23])([CH3:1])[O:7][C:6]2=[O:8])[CH:20]=[CH:19][C:14]=1[C:15]([O:17][CH3:18])=[O:16])[C:27]1[CH:32]=[CH:31][CH:30]=[CH:29][CH:28]=1. (2) Given the reactants [C:1]([C@@:3]1([OH:19])[C@H:7]([OH:8])[C@@H:6]([CH2:9][OH:10])[O:5][C@H:4]1[N:11]1[CH:16]=[CH:15][C:14](=[O:17])[NH:13][C:12]1=[O:18])#[CH:2].C([Mg]Cl)(C)(C)C.[Cl:26][C:27]1[CH:58]=[CH:57][C:30]([O:31][P:32]([NH:46][C@@H:47]([CH3:56])[C:48]([O:50][CH:51]([CH2:54][CH3:55])[CH2:52][CH3:53])=[O:49])(OC2C(F)=C(F)C(F)=C(F)C=2F)=[O:33])=[CH:29][CH:28]=1, predict the reaction product. The product is: [Cl:26][C:27]1[CH:28]=[CH:29][C:30]([O:31][P:32]([NH:46][C@@H:47]([CH3:56])[C:48]([O:50][CH:51]([CH2:52][CH3:53])[CH2:54][CH3:55])=[O:49])([O:10][CH2:9][C@@H:6]2[C@@H:7]([OH:8])[C@@:3]([C:1]#[CH:2])([OH:19])[C@H:4]([N:11]3[CH:16]=[CH:15][C:14](=[O:17])[NH:13][C:12]3=[O:18])[O:5]2)=[O:33])=[CH:57][CH:58]=1.